From a dataset of Reaction yield outcomes from USPTO patents with 853,638 reactions. Predict the reaction yield, written as a fraction of the theoretical maximum amount of product (1.0 means a 100% yield; for example, 0.34 means a 34% yield). (1) The reactants are [CH:1]([N:4]1[C:8]([C:9]2[N:10]=[C:11]3[C:17]4[CH:18]=[CH:19][C:20]([C:22]5[N:26]([CH2:27][CH2:28][O:29]C6CCCCO6)[C:25]([CH3:36])=[N:24][CH:23]=5)=[CH:21][C:16]=4[O:15][CH2:14][CH2:13][N:12]3[CH:37]=2)=[N:7][CH:6]=[N:5]1)([CH3:3])[CH3:2].[CH:38]([N:41]1[C:45]([C:46]2[N:47]=[C:48]3[C:54]4[CH:55]=[CH:56][C:57]([C:59]5[N:60]=[C:61]([CH3:73])[N:62]([CH2:64][CH2:65][O:66]C6CCCCO6)[CH:63]=5)=[CH:58][C:53]=4[O:52][CH2:51][CH2:50][N:49]3[CH:74]=2)=[N:44][CH:43]=[N:42]1)([CH3:40])[CH3:39].Cl. The catalyst is CO. The product is [CH:38]([N:41]1[C:45]([C:46]2[N:47]=[C:48]3[C:54]4[CH:55]=[CH:56][C:57]([C:59]5[N:60]=[C:61]([CH3:73])[N:62]([CH2:64][CH2:65][OH:66])[CH:63]=5)=[CH:58][C:53]=4[O:52][CH2:51][CH2:50][N:49]3[CH:74]=2)=[N:44][CH:43]=[N:42]1)([CH3:40])[CH3:39].[CH:1]([N:4]1[C:8]([C:9]2[N:10]=[C:11]3[C:17]4[CH:18]=[CH:19][C:20]([C:22]5[N:26]([CH2:27][CH2:28][OH:29])[C:25]([CH3:36])=[N:24][CH:23]=5)=[CH:21][C:16]=4[O:15][CH2:14][CH2:13][N:12]3[CH:37]=2)=[N:7][CH:6]=[N:5]1)([CH3:3])[CH3:2]. The yield is 0.720. (2) The reactants are [OH-].[Na+].[CH3:3][C@:4]12[C:11]3[CH:12]=[C:13]([O:16]C(NC)=O)[CH:14]=[CH:15][C:10]=3[N:9]([CH3:21])[C@H:8]1[N:7]([CH3:22])[CH2:6][CH2:5]2.C1C=CC(O)=C(C(O)=O)C=1.COC(C)(C)C.S(S([O-])=O)([O-])(=O)=O.[Na+].[Na+]. The catalyst is O. The product is [CH3:3][C@@:4]12[C:11]3[CH:12]=[C:13]([OH:16])[CH:14]=[CH:15][C:10]=3[N:9]([CH3:21])[C@@H:8]1[N:7]([CH3:22])[CH2:6][CH2:5]2. The yield is 0.674. (3) The reactants are [Cl:1][C:2]1[CH:16]=[C:15]([CH3:17])[CH:14]=[C:13]([Cl:18])[C:3]=1[O:4][CH2:5][CH2:6][O:7][C:8]1[S:9][CH:10]=[CH:11][N:12]=1.[Li]CCCC.[CH3:24][O:25][C:26]([C:28]1[CH:29]2[N:44]([C:45]([O:47][C:48]([CH3:51])([CH3:50])[CH3:49])=[O:46])[CH:33]([CH2:34][C:35]=1OS(C(F)(F)F)(=O)=O)[CH2:32][N:31]([C:52]([O:54][C:55]([CH3:58])([CH3:57])[CH3:56])=[O:53])[CH2:30]2)=[O:27].[NH4+].[Cl-]. The catalyst is C1COCC1.[Cl-].[Cl-].[Zn+2].C1C=CC([P]([Pd]([P](C2C=CC=CC=2)(C2C=CC=CC=2)C2C=CC=CC=2)([P](C2C=CC=CC=2)(C2C=CC=CC=2)C2C=CC=CC=2)[P](C2C=CC=CC=2)(C2C=CC=CC=2)C2C=CC=CC=2)(C2C=CC=CC=2)C2C=CC=CC=2)=CC=1.CCOC(C)=O. The product is [CH3:24][O:25][C:26]([C:28]1[CH:29]2[N:44]([C:45]([O:47][C:48]([CH3:51])([CH3:49])[CH3:50])=[O:46])[CH:33]([CH2:34][C:35]=1[C:10]1[S:9][C:8]([O:7][CH2:6][CH2:5][O:4][C:3]3[C:13]([Cl:18])=[CH:14][C:15]([CH3:17])=[CH:16][C:2]=3[Cl:1])=[N:12][CH:11]=1)[CH2:32][N:31]([C:52]([O:54][C:55]([CH3:58])([CH3:57])[CH3:56])=[O:53])[CH2:30]2)=[O:27]. The yield is 0.930. (4) The reactants are Br[C:2]1[N:7]=[N:6][C:5]([NH2:8])=[N:4][C:3]=1[C:9]1[CH:14]=[CH:13][CH:12]=[CH:11][CH:10]=1.[CH3:15][O:16][C:17]1[CH:18]=[C:19](B(O)O)[CH:20]=[CH:21][CH:22]=1. No catalyst specified. The product is [CH3:15][O:16][C:17]1[CH:22]=[C:21]([C:2]2[N:7]=[N:6][C:5]([NH2:8])=[N:4][C:3]=2[C:9]2[CH:14]=[CH:13][CH:12]=[CH:11][CH:10]=2)[CH:20]=[CH:19][CH:18]=1. The yield is 0.470. (5) The reactants are [NH2:1][C:2]1[N:7]=[C:6]([NH:8][CH:9]2[CH2:14][CH2:13][N:12](C(OC(C)(C)C)=O)[CH2:11][CH2:10]2)[CH:5]=[C:4]([N:22]2[CH2:27][CH2:26][N:25]([CH3:28])[CH2:24][CH2:23]2)[N:3]=1.C(O)(C(F)(F)F)=O. The catalyst is C(Cl)Cl. The product is [CH3:28][N:25]1[CH2:24][CH2:23][N:22]([C:4]2[N:3]=[C:2]([NH2:1])[N:7]=[C:6]([NH:8][CH:9]3[CH2:14][CH2:13][NH:12][CH2:11][CH2:10]3)[CH:5]=2)[CH2:27][CH2:26]1. The yield is 0.900.